This data is from Forward reaction prediction with 1.9M reactions from USPTO patents (1976-2016). The task is: Predict the product of the given reaction. (1) Given the reactants C([N:8]1[CH:16]=[C:15]2[C:10]([CH:11]=[CH:12][C:13]3[C:24]4[C:18]5([CH2:30][CH:21]([C:22](=[O:29])[C:23]=4[C:25]([F:28])([F:27])[F:26])[CH2:20][CH2:19]5)[CH2:17][C:14]=32)=[N:9]1)C1C=CC=CC=1.Cl.[H][H], predict the reaction product. The product is: [F:27][C:25]([F:26])([F:28])[C:23]1[C:22](=[O:29])[C@H:21]2[CH2:30][C@@:18]3([C:24]=1[C:13]1[CH:12]=[CH:11][C:10]4[NH:9][N:8]=[CH:16][C:15]=4[C:14]=1[CH2:17]3)[CH2:19][CH2:20]2. (2) The product is: [CH2:1]([O:3][C:4]([N:6]1[CH2:11][CH2:10][CH:9]([N:12]2[C:20]3[C:15](=[CH:16][C:17]([NH:21][C:36]([C:34]4[N:35]=[C:31]([C:25]5[CH:30]=[CH:29][CH:28]=[CH:27][CH:26]=5)[O:32][C:33]=4[C:39]([F:41])([F:42])[F:40])=[O:37])=[CH:18][CH:19]=3)[C:14](=[O:24])[NH:13]2)[CH2:8][CH2:7]1)=[O:5])[CH3:2]. Given the reactants [CH2:1]([O:3][C:4]([N:6]1[CH2:11][CH2:10][CH:9]([N:12]2[C:20]3[C:15](=[CH:16][C:17]([N+:21]([O-])=O)=[CH:18][CH:19]=3)[C:14](=[O:24])[NH:13]2)[CH2:8][CH2:7]1)=[O:5])[CH3:2].[C:25]1([C:31]2[O:32][C:33]([C:39]([F:42])([F:41])[F:40])=[C:34]([C:36](O)=[O:37])[N:35]=2)[CH:30]=[CH:29][CH:28]=[CH:27][CH:26]=1.C(N1C2C(=CC(NC(C3C(C)=NN(C4C=CC=CC=4)N=3)=O)=CC=2)C(=O)N1)C.C1COCC1, predict the reaction product. (3) Given the reactants [NH:1]1[C:9]2[C:4](=[CH:5][CH:6]=[CH:7][CH:8]=2)[CH:3]=[C:2]1[C:10]1[C:11]([O:20][CH3:21])=[CH:12][C:13]([O:18][CH3:19])=[C:14]([CH:17]=1)[CH:15]=O.[C:22]([C:25]1[CH:30]=[CH:29][C:28]([S:31]([N:34]([CH3:36])[CH3:35])(=[O:33])=[O:32])=[CH:27][CH:26]=1)(=[O:24])[CH3:23], predict the reaction product. The product is: [NH:1]1[C:9]2[C:4](=[CH:5][CH:6]=[CH:7][CH:8]=2)[CH:3]=[C:2]1[C:10]1[C:11]([O:20][CH3:21])=[CH:12][C:13]([O:18][CH3:19])=[C:14](/[CH:15]=[CH:23]/[C:22]([C:25]2[CH:26]=[CH:27][C:28]([S:31]([N:34]([CH3:35])[CH3:36])(=[O:33])=[O:32])=[CH:29][CH:30]=2)=[O:24])[CH:17]=1. (4) Given the reactants [F:1][C:2]1[CH:7]=[CH:6][C:5]([CH2:8][C:9](=O)[CH2:10][NH:11][C:12](=O)/[CH:13]=[CH:14]/[C:15]2[CH:20]=[CH:19][C:18]([N:21]3[CH:25]=[C:24]([CH3:26])[N:23]=[CH:22]3)=[C:17]([O:27][CH3:28])[CH:16]=2)=[CH:4][CH:3]=1.C([O-])(=O)C.[NH4+:35].C(OCC)(=O)C.O.C(=O)(O)[O-].[Na+], predict the reaction product. The product is: [F:1][C:2]1[CH:7]=[CH:6][C:5]([CH2:8][C:9]2[N:35]=[C:12](/[CH:13]=[CH:14]/[C:15]3[CH:20]=[CH:19][C:18]([N:21]4[CH:25]=[C:24]([CH3:26])[N:23]=[CH:22]4)=[C:17]([O:27][CH3:28])[CH:16]=3)[NH:11][CH:10]=2)=[CH:4][CH:3]=1.